From a dataset of Retrosynthesis with 50K atom-mapped reactions and 10 reaction types from USPTO. Predict the reactants needed to synthesize the given product. (1) Given the product CN1CN(c2ccccc2)C2(CCN(C(=O)NCC(NCc3c(Cl)cccc3Cl)C(=O)O)CC2)C1=O, predict the reactants needed to synthesize it. The reactants are: COC(=O)C(CNC(=O)N1CCC2(CC1)C(=O)N(C)CN2c1ccccc1)NCc1c(Cl)cccc1Cl. (2) The reactants are: CCCCOCCOc1ccc(-c2ccc3c(c2)C=C(C(=O)Nc2ccc(SCc4nccs4)cc2)CCN3CC(C)C)cc1.O=S([O-])([O-])=S. Given the product CCCCOCCOc1ccc(-c2ccc3c(c2)C=C(C(=O)Nc2ccc(S(=O)Cc4nccs4)cc2)CCN3CC(C)C)cc1, predict the reactants needed to synthesize it. (3) The reactants are: CCN1CCNCC1.N#Cc1c(Cl)c(F)cc2c(=O)c(C(=O)O)cn(C3CC3)c12. Given the product CCN1CCN(c2c(F)cc3c(=O)c(C(=O)O)cn(C4CC4)c3c2C#N)CC1, predict the reactants needed to synthesize it. (4) Given the product CC(=O)c1cc(N)c(Sc2ccc(Cl)cc2Cl)s1, predict the reactants needed to synthesize it. The reactants are: CC(=O)c1cc([N+](=O)[O-])c(Sc2ccc(Cl)cc2Cl)s1. (5) Given the product O=C(c1cc2nccc(Cl)c2s1)N1CCC1, predict the reactants needed to synthesize it. The reactants are: C1CNC1.O=C(O)c1cc2nccc(Cl)c2s1. (6) Given the product O=C(O)COC(=O)C=Cc1ccccc1, predict the reactants needed to synthesize it. The reactants are: O=C(Cl)C=Cc1ccccc1.O=C(O)CO. (7) Given the product Nc1ccc(C2=NCCCN2)cc1, predict the reactants needed to synthesize it. The reactants are: O=[N+]([O-])c1ccc(C2=NCCCN2)cc1. (8) Given the product COC(=O)CCC(=O)c1ccc(OC2CCCCO2)cc1O, predict the reactants needed to synthesize it. The reactants are: C1=COCCC1.COC(=O)CCC(=O)c1ccc(O)cc1O. (9) Given the product COc1ccccc1COCCCOc1ccc([C@H]2CCNC[C@@H]2OCc2ccc3c(c2)N(CCCN)CCC3)cc1, predict the reactants needed to synthesize it. The reactants are: COc1ccccc1COCCCOc1ccc([C@H]2CCN(C(=O)OC(C)(C)C)C[C@@H]2OCc2ccc3c(c2)N(CCCN)CCC3)cc1.